Dataset: Forward reaction prediction with 1.9M reactions from USPTO patents (1976-2016). Task: Predict the product of the given reaction. (1) Given the reactants [CH:1]([C:4]1[N:8]=[C:7]([N:9]2[CH2:14][CH2:13][CH:12]([CH2:15][CH2:16][CH2:17][O:18][C:19]3[CH:27]=[CH:26][C:22]([C:23](O)=[O:24])=[CH:21][N:20]=3)[CH2:11][CH2:10]2)[O:6][N:5]=1)([CH3:3])[CH3:2].CCN=C=NCCCN(C)C.C1C=CC2N(O)N=NC=2C=1.CCN(C(C)C)C(C)C.[NH2:58][C@H:59]([CH3:62])[CH2:60][OH:61], predict the reaction product. The product is: [OH:61][CH2:60][C@H:59]([NH:58][C:23](=[O:24])[C:22]1[CH:26]=[CH:27][C:19]([O:18][CH2:17][CH2:16][CH2:15][CH:12]2[CH2:13][CH2:14][N:9]([C:7]3[O:6][N:5]=[C:4]([CH:1]([CH3:2])[CH3:3])[N:8]=3)[CH2:10][CH2:11]2)=[N:20][CH:21]=1)[CH3:62]. (2) Given the reactants COC1C=C2C(=CC=1)C=C(B(O)O)C=C2.FC(F)(F)S(OC1C=C(F)C=CC=1[N+]([O-])=O)(=O)=O.[F:34][C:35]1[CH:36]=[CH:37][C:38]([N+:53]([O-])=O)=[C:39]([CH:41]2[CH2:50][CH2:49][C:48]3[C:43](=[CH:44][CH:45]=[C:46]([O:51][CH3:52])[CH:47]=3)[CH2:42]2)[CH:40]=1, predict the reaction product. The product is: [F:34][C:35]1[CH:36]=[CH:37][C:38]([NH2:53])=[C:39]([C:41]2[CH:50]=[CH:49][C:48]3[C:43](=[CH:44][CH:45]=[C:46]([O:51][CH3:52])[CH:47]=3)[CH:42]=2)[CH:40]=1. (3) Given the reactants C([O:3][C:4]([C:6]1[C:10]([C:11]2[CH:16]=[CH:15][C:14]([F:17])=[CH:13][CH:12]=2)=[C:9]([CH:18]=[O:19])[NH:8][C:7]=1[CH2:20][CH2:21][NH2:22])=O)C.O.[OH-].[Li+].O, predict the reaction product. The product is: [F:17][C:14]1[CH:15]=[CH:16][C:11]([C:10]2[C:6]3[C:4](=[O:3])[NH:22][CH2:21][CH2:20][C:7]=3[NH:8][C:9]=2[CH:18]=[O:19])=[CH:12][CH:13]=1. (4) The product is: [CH2:10]([O:9][C:7]([C:6]1[CH:2]=[N:3][N:4]([C:12]2[CH:17]=[CH:16][CH:15]=[C:14]([Br:18])[CH:13]=2)[CH:5]=1)=[O:8])[CH3:11]. Given the reactants N[C:2]1[C:6]([C:7]([O:9][CH2:10][CH3:11])=[O:8])=[CH:5][N:4]([C:12]2[CH:17]=[CH:16][CH:15]=[C:14]([Br:18])[CH:13]=2)[N:3]=1.C(ON=O)CC(C)C, predict the reaction product. (5) Given the reactants [C:1]([CH2:3][C:4]([O:6][CH2:7][CH3:8])=[O:5])#[N:2].[O-]CC.[Na+].I[CH2:14][Si:15]([CH3:18])([CH3:17])[CH3:16].[Cl-].[NH4+], predict the reaction product. The product is: [CH3:14][Si:15]([CH3:18])([CH3:17])[CH2:16][CH:3]([C:1]#[N:2])[C:4]([O:6][CH2:7][CH3:8])=[O:5].